Dataset: NCI-60 drug combinations with 297,098 pairs across 59 cell lines. Task: Regression. Given two drug SMILES strings and cell line genomic features, predict the synergy score measuring deviation from expected non-interaction effect. (1) Drug 1: CCC1(CC2CC(C3=C(CCN(C2)C1)C4=CC=CC=C4N3)(C5=C(C=C6C(=C5)C78CCN9C7C(C=CC9)(C(C(C8N6C)(C(=O)OC)O)OC(=O)C)CC)OC)C(=O)OC)O.OS(=O)(=O)O. Drug 2: COC1=C2C(=CC3=C1OC=C3)C=CC(=O)O2. Cell line: RPMI-8226. Synergy scores: CSS=1.32, Synergy_ZIP=-3.73, Synergy_Bliss=-6.45, Synergy_Loewe=-44.0, Synergy_HSA=-14.2. (2) Drug 1: C1CN1C2=NC(=NC(=N2)N3CC3)N4CC4. Drug 2: C1=NC2=C(N1)C(=S)N=C(N2)N. Cell line: EKVX. Synergy scores: CSS=41.1, Synergy_ZIP=-4.14, Synergy_Bliss=-2.45, Synergy_Loewe=-20.7, Synergy_HSA=0.439. (3) Drug 2: C(=O)(N)NO. Cell line: MALME-3M. Synergy scores: CSS=11.7, Synergy_ZIP=1.21, Synergy_Bliss=1.88, Synergy_Loewe=-20.7, Synergy_HSA=1.96. Drug 1: COC1=C(C=C2C(=C1)N=CN=C2NC3=CC(=C(C=C3)F)Cl)OCCCN4CCOCC4. (4) Drug 1: CN(C)C(=N)N=C(N)N. Drug 2: CNC(=O)C1=NC=CC(=C1)OC2=CC=C(C=C2)NC(=O)NC3=CC(=C(C=C3)Cl)C(F)(F)F. Cell line: UACC62. Synergy scores: CSS=47.5, Synergy_ZIP=4.50, Synergy_Bliss=4.46, Synergy_Loewe=-26.2, Synergy_HSA=4.09. (5) Drug 1: C1CN1P(=S)(N2CC2)N3CC3. Drug 2: C1CC(=O)NC(=O)C1N2C(=O)C3=CC=CC=C3C2=O. Cell line: NCI/ADR-RES. Synergy scores: CSS=20.1, Synergy_ZIP=2.46, Synergy_Bliss=-0.204, Synergy_Loewe=-5.01, Synergy_HSA=-2.15. (6) Drug 1: COC1=NC(=NC2=C1N=CN2C3C(C(C(O3)CO)O)O)N. Drug 2: C1=CC=C(C(=C1)C(C2=CC=C(C=C2)Cl)C(Cl)Cl)Cl. Cell line: OVCAR-8. Synergy scores: CSS=31.0, Synergy_ZIP=1.16, Synergy_Bliss=1.14, Synergy_Loewe=-12.0, Synergy_HSA=0.932. (7) Drug 1: C1CCN(CC1)CCOC2=CC=C(C=C2)C(=O)C3=C(SC4=C3C=CC(=C4)O)C5=CC=C(C=C5)O. Drug 2: CC12CCC(CC1=CCC3C2CCC4(C3CC=C4C5=CN=CC=C5)C)O. Cell line: HCT-15. Synergy scores: CSS=8.22, Synergy_ZIP=-0.105, Synergy_Bliss=5.36, Synergy_Loewe=1.70, Synergy_HSA=2.22. (8) Drug 1: C1=NC2=C(N1)C(=S)N=CN2. Drug 2: B(C(CC(C)C)NC(=O)C(CC1=CC=CC=C1)NC(=O)C2=NC=CN=C2)(O)O. Cell line: NCI-H322M. Synergy scores: CSS=33.4, Synergy_ZIP=-11.2, Synergy_Bliss=-5.91, Synergy_Loewe=-17.0, Synergy_HSA=-4.37.